From a dataset of HIV replication inhibition screening data with 41,000+ compounds from the AIDS Antiviral Screen. Binary Classification. Given a drug SMILES string, predict its activity (active/inactive) in a high-throughput screening assay against a specified biological target. (1) The molecule is Cc1nc(C)c(N2CCN(S(=O)(=O)N(Cc3ccccc3)Cc3ccccc3)CC2)c(O)n1. The result is 0 (inactive). (2) The molecule is C=CCCCn1ccc2ccccc21. The result is 0 (inactive). (3) The compound is Cc1cc(C)nc(NS(=O)(=O)c2ccc(Nc3c4ccc(Cl)cc4nc4c(C(=O)NCCN(C)C)cccc34)cc2)n1. The result is 0 (inactive). (4) The compound is Cc1c(O)c(OC2OC(CO)C(O)C(O)C2O)cc2c1CCC1C2(C)C(=O)CC2(C)C(C(C)(O)C(O)CCC(C)(C)O)C(O)CC12C. The result is 0 (inactive).